This data is from Peptide-MHC class I binding affinity with 185,985 pairs from IEDB/IMGT. The task is: Regression. Given a peptide amino acid sequence and an MHC pseudo amino acid sequence, predict their binding affinity value. This is MHC class I binding data. (1) The peptide sequence is STDQDTMLFA. The MHC is HLA-A02:03 with pseudo-sequence HLA-A02:03. The binding affinity (normalized) is 0.218. (2) The peptide sequence is TPLISFFGLF. The MHC is HLA-B53:01 with pseudo-sequence HLA-B53:01. The binding affinity (normalized) is 0.682.